Dataset: NCI-60 drug combinations with 297,098 pairs across 59 cell lines. Task: Regression. Given two drug SMILES strings and cell line genomic features, predict the synergy score measuring deviation from expected non-interaction effect. Drug 1: C1CN(CCN1C(=O)CCBr)C(=O)CCBr. Drug 2: C1CNP(=O)(OC1)N(CCCl)CCCl. Cell line: SR. Synergy scores: CSS=80.1, Synergy_ZIP=2.11, Synergy_Bliss=0.437, Synergy_Loewe=-24.1, Synergy_HSA=0.820.